From a dataset of Forward reaction prediction with 1.9M reactions from USPTO patents (1976-2016). Predict the product of the given reaction. (1) Given the reactants [C:1]([NH2:5])([CH3:4])([CH3:3])[CH3:2].[CH2:6]([CH:9]1[CH2:14][CH2:13][C:12](=O)[CH2:11][CH2:10]1)[CH2:7][CH3:8].[Cl:16][C:17]1[CH:18]=[CH:19][C:20]([O:28][CH3:29])=[C:21]([CH:27]=1)[C:22]([N:24]=[C:25]=[S:26])=[O:23].II.C(=O)(O)[O-].[Na+], predict the reaction product. The product is: [C:1]([N:5]1[C:12]2[CH2:11][CH2:10][CH:9]([CH2:6][CH2:7][CH3:8])[CH2:14][C:13]=2/[C:25](=[N:24]/[C:22](=[O:23])[C:21]2[CH:27]=[C:17]([Cl:16])[CH:18]=[CH:19][C:20]=2[O:28][CH3:29])/[S:26]1)([CH3:4])([CH3:3])[CH3:2]. (2) Given the reactants [Cl:1][C:2]1[CH:7]=[CH:6][C:5]([CH:8]2[N:12]([C:13]3[CH:14]=[C:15]([O:25][CH3:26])[C:16]4[N:17]([C:19]([CH:22]([F:24])[F:23])=[N:20][N:21]=4)[CH:18]=3)[C:11](=[O:27])[CH:10]([C:28]([CH:30]3[CH2:32][CH2:31]3)=O)[C:9]2=O)=[CH:4][CH:3]=1.[CH3:34][NH:35][NH2:36], predict the reaction product. The product is: [Cl:1][C:2]1[CH:7]=[CH:6][C:5]([CH:8]2[C:9]3[N:35]([CH3:34])[N:36]=[C:28]([CH:30]4[CH2:32][CH2:31]4)[C:10]=3[C:11](=[O:27])[N:12]2[C:13]2[CH:14]=[C:15]([O:25][CH3:26])[C:16]3[N:17]([C:19]([CH:22]([F:23])[F:24])=[N:20][N:21]=3)[CH:18]=2)=[CH:4][CH:3]=1.